The task is: Predict the reactants needed to synthesize the given product.. This data is from Retrosynthesis with 50K atom-mapped reactions and 10 reaction types from USPTO. (1) Given the product CC(O)(c1ccc(N2CCN(S(=O)(=O)c3cccs3)C[C@@H]2CN2C3COCC2C(O)C3)cc1)C(F)(F)F, predict the reactants needed to synthesize it. The reactants are: CC(O)(c1ccc(N2CCN(S(=O)(=O)c3cccs3)C[C@@H]2CN2C3COCC2C(OCc2ccccc2)C3)cc1)C(F)(F)F. (2) Given the product COCCN1CCc2ccc(Nc3ncc(Cl)c(Nc4c(F)cccc4OCC#N)n3)cc2CC1, predict the reactants needed to synthesize it. The reactants are: COCCN1CCc2ccc(N)cc2CC1.N#CCOc1cccc(F)c1Nc1nc(Cl)ncc1Cl. (3) Given the product CCOC(=O)c1sc(-c2cc(O)c3sccc3c2)nc1C, predict the reactants needed to synthesize it. The reactants are: CCOC(=O)C(Cl)C(C)=O.NC(=S)c1cc(O)c2sccc2c1. (4) Given the product CS(=O)(=O)Nc1ccc([N+](=O)[O-])cc1, predict the reactants needed to synthesize it. The reactants are: CS(=O)(=O)Cl.Nc1ccc([N+](=O)[O-])cc1. (5) Given the product CS(=O)(=O)N1CCCC(O)C1, predict the reactants needed to synthesize it. The reactants are: CS(=O)(=O)Cl.OC1CCCNC1. (6) Given the product CS(=O)(=O)c1cc(O)cc([N+](=O)[O-])c1, predict the reactants needed to synthesize it. The reactants are: COc1cc([N+](=O)[O-])cc(S(C)(=O)=O)c1. (7) Given the product CN(C(=O)C(C)(C)c1cc(Cl)cc(Cl)c1)[C@@H]1CN(Cc2ccccc2)C[C@H]1c1ccc(F)cc1, predict the reactants needed to synthesize it. The reactants are: CC(C)(C(=O)Cl)c1cc(Cl)cc(Cl)c1.CN[C@@H]1CN(Cc2ccccc2)C[C@H]1c1ccc(F)cc1. (8) Given the product CCCCc1nc(C)n(-c2ncc(OC3CCC(O)CC3)cn2)c(=O)c1Cc1ccc(-c2ccccc2-c2nnn[nH]2)cc1, predict the reactants needed to synthesize it. The reactants are: CCCCc1nc(C)n(-c2ncc(OC3CCC(O[Si](C)(C)C(C)(C)C)CC3)cn2)c(=O)c1Cc1ccc(-c2ccccc2-c2nnn[nH]2)cc1. (9) Given the product O=C(N[C@H]1CO[C@@H]2[C@@H](NC(=O)C3CCC3)CO[C@H]12)c1cccc(Oc2ccccc2)c1, predict the reactants needed to synthesize it. The reactants are: N[C@H]1CO[C@@H]2[C@@H](NC(=O)c3cccc(Oc4ccccc4)c3)CO[C@H]12.O=C(O)C1CCC1.